The task is: Predict the reaction yield, written as a fraction of the theoretical maximum amount of product (1.0 means a 100% yield; for example, 0.34 means a 34% yield).. This data is from Reaction yield outcomes from USPTO patents with 853,638 reactions. (1) The reactants are [CH2:1]([O:3][C:4](=[O:26])[CH:5]([N+:23]([O-])=O)[CH2:6][C:7]1[C:15]2[C:10](=[CH:11][CH:12]=[C:13]([O:16][CH3:17])[CH:14]=2)[NH:9][C:8]=1[C:18]([O:20][CH2:21][CH3:22])=[O:19])[CH3:2].O1CCCC1.Cl. The catalyst is [Ni].C(O)C. The product is [CH2:21]([O:20][C:18]([C:8]1[NH:9][C:10]2[C:15](=[CH:14][C:13]([O:16][CH3:17])=[CH:12][CH:11]=2)[C:7]=1[CH2:6][C@@H:5]([C:4]([O:3][CH2:1][CH3:2])=[O:26])[NH2:23])=[O:19])[CH3:22]. The yield is 0.920. (2) The reactants are [ClH:1].O1CCOCC1.[Cl:8][C:9]1[CH:14]=[CH:13][C:12]([C@H:15]([C:28]([N:30]2[CH2:35][CH2:34][N:33]([C:36]3[C:37]4[C@H:44]([CH3:45])[CH2:43][CH2:42][C:38]=4[N:39]=[CH:40][N:41]=3)[CH2:32][CH2:31]2)=[O:29])[CH2:16][N:17]([CH:25]([CH3:27])[CH3:26])C(=O)OC(C)(C)C)=[CH:11][CH:10]=1. The catalyst is O1CCOCC1. The product is [ClH:8].[ClH:1].[Cl:8][C:9]1[CH:14]=[CH:13][C:12]([C@@H:15]([CH2:16][NH:17][CH:25]([CH3:27])[CH3:26])[C:28]([N:30]2[CH2:35][CH2:34][N:33]([C:36]3[C:37]4[C@H:44]([CH3:45])[CH2:43][CH2:42][C:38]=4[N:39]=[CH:40][N:41]=3)[CH2:32][CH2:31]2)=[O:29])=[CH:11][CH:10]=1. The yield is 0.946. (3) The yield is 0.690. The catalyst is C1COCC1. The reactants are [NH2:1][C@@H:2]([CH2:33][C:34]1[CH:39]=[CH:38][CH:37]=[CH:36][CH:35]=1)[C@@H:3]([OH:32])[CH2:4][C@@H:5]([NH:19][C:20]([C@@H:22]([NH:27][C:28](=[O:31])[O:29][CH3:30])[C:23]([CH3:26])([CH3:25])[CH3:24])=[O:21])[CH2:6][C:7]1[CH:12]=[CH:11][C:10]([C:13]2[CH:18]=[CH:17][CH:16]=[CH:15][N:14]=2)=[CH:9][CH:8]=1.[CH3:40][C@@H:41]([CH2:60][CH3:61])[C@H:42]([N:46]1[CH2:50][CH2:49][N:48]([CH2:51][C:52]2[C:53]([CH3:58])=[N:54][CH:55]=[CH:56][CH:57]=2)[C:47]1=[O:59])[C:43](O)=[O:44].CCOP(ON1N=NC2C=CC=CC=2C1=O)(OCC)=O.C(N(CC)C(C)C)(C)C. The product is [OH:32][C@H:3]([C@@H:2]([NH:1][C:43](=[O:44])[C@@H:42]([N:46]1[CH2:50][CH2:49][N:48]([CH2:51][C:52]2[C:53]([CH3:58])=[N:54][CH:55]=[CH:56][CH:57]=2)[C:47]1=[O:59])[CH:41]([CH3:40])[CH2:60][CH3:61])[CH2:33][C:34]1[CH:35]=[CH:36][CH:37]=[CH:38][CH:39]=1)[CH2:4][C@@H:5]([NH:19][C:20]([C@@H:22]([NH:27][C:28](=[O:31])[O:29][CH3:30])[C:23]([CH3:26])([CH3:25])[CH3:24])=[O:21])[CH2:6][C:7]1[CH:12]=[CH:11][C:10]([C:13]2[CH:18]=[CH:17][CH:16]=[CH:15][N:14]=2)=[CH:9][CH:8]=1.